Dataset: NCI-60 drug combinations with 297,098 pairs across 59 cell lines. Task: Regression. Given two drug SMILES strings and cell line genomic features, predict the synergy score measuring deviation from expected non-interaction effect. (1) Drug 1: CN1CCC(CC1)COC2=C(C=C3C(=C2)N=CN=C3NC4=C(C=C(C=C4)Br)F)OC. Drug 2: C1=CC(=CC=C1C#N)C(C2=CC=C(C=C2)C#N)N3C=NC=N3. Cell line: OVCAR-8. Synergy scores: CSS=7.21, Synergy_ZIP=-0.575, Synergy_Bliss=3.75, Synergy_Loewe=-1.05, Synergy_HSA=3.12. (2) Drug 1: C1=C(C(=O)NC(=O)N1)N(CCCl)CCCl. Drug 2: C1=NC2=C(N=C(N=C2N1C3C(C(C(O3)CO)O)F)Cl)N. Cell line: A498. Synergy scores: CSS=18.0, Synergy_ZIP=-8.92, Synergy_Bliss=-3.40, Synergy_Loewe=-14.7, Synergy_HSA=-1.08.